From a dataset of Catalyst prediction with 721,799 reactions and 888 catalyst types from USPTO. Predict which catalyst facilitates the given reaction. (1) Reactant: [CH2:1]([Sn:5](=[O:10])[CH2:6][CH2:7][CH2:8][CH3:9])[CH2:2][CH2:3][CH3:4].[CH2:11](O)[CH2:12][OH:13]. Product: [CH2:1]([Sn:5]1([CH2:6][CH2:7][CH2:8][CH3:9])[O:13][CH2:12][CH2:11][O:10]1)[CH2:2][CH2:3][CH3:4]. The catalyst class is: 48. (2) Reactant: [O:1]1[CH2:5][CH2:4][O:3][CH:2]1[CH2:6][CH2:7][CH2:8][O:9][C:10]1[CH:11]=[C:12]([CH:15]=[CH:16][CH:17]=1)[CH:13]=[O:14].[BH4-].[Na+]. Product: [O:1]1[CH2:5][CH2:4][O:3][CH:2]1[CH2:6][CH2:7][CH2:8][O:9][C:10]1[CH:11]=[C:12]([CH2:13][OH:14])[CH:15]=[CH:16][CH:17]=1. The catalyst class is: 8. (3) Reactant: [F:1][C:2]1[CH:9]=[C:8]([OH:10])[CH:7]=[CH:6][C:3]=1[C:4]#[N:5].[I-:11].[Na+].CC1C=CC(S([N-]Cl)(=O)=O)=CC=1.O.O.O.[Na+]. Product: [F:1][C:2]1[CH:9]=[C:8]([OH:10])[C:7]([I:11])=[CH:6][C:3]=1[C:4]#[N:5]. The catalyst class is: 10.